This data is from Catalyst prediction with 721,799 reactions and 888 catalyst types from USPTO. The task is: Predict which catalyst facilitates the given reaction. (1) Reactant: Cl[C:2]1[CH:7]=[C:6]([Cl:8])[N:5]=[CH:4][N:3]=1.[N+:9]([C:12]1[CH:17]=[CH:16][C:15]([OH:18])=[CH:14][CH:13]=1)([O-:11])=[O:10].[H-].[Na+]. Product: [Cl:8][C:6]1[N:5]=[CH:4][N:3]=[C:2]([O:18][C:15]2[CH:16]=[CH:17][C:12]([N+:9]([O-:11])=[O:10])=[CH:13][CH:14]=2)[CH:7]=1. The catalyst class is: 9. (2) Reactant: [Cl:1][C:2]1[CH:3]=[C:4]([S:9](Cl)(=[O:11])=[O:10])[CH:5]=[N:6][C:7]=1[Cl:8].Cl.[CH2:14]([O:16][C:17](=[O:21])[CH2:18][NH:19][CH3:20])[CH3:15].CCN(C(C)C)C(C)C. Product: [CH2:14]([O:16][C:17](=[O:21])[CH2:18][N:19]([S:9]([C:4]1[CH:5]=[N:6][C:7]([Cl:8])=[C:2]([Cl:1])[CH:3]=1)(=[O:11])=[O:10])[CH3:20])[CH3:15]. The catalyst class is: 91.